This data is from Forward reaction prediction with 1.9M reactions from USPTO patents (1976-2016). The task is: Predict the product of the given reaction. Given the reactants O.[NH2:2][NH2:3].[C:4]([CH2:12][C:13](=O)[CH3:14])(=O)[C:5]1[CH:10]=[CH:9][CH:8]=[CH:7][CH:6]=1, predict the reaction product. The product is: [CH3:14][C:13]1[NH:3][N:2]=[C:4]([C:5]2[CH:10]=[CH:9][CH:8]=[CH:7][CH:6]=2)[CH:12]=1.